This data is from CYP3A4 inhibition data for predicting drug metabolism from PubChem BioAssay. The task is: Regression/Classification. Given a drug SMILES string, predict its absorption, distribution, metabolism, or excretion properties. Task type varies by dataset: regression for continuous measurements (e.g., permeability, clearance, half-life) or binary classification for categorical outcomes (e.g., BBB penetration, CYP inhibition). Dataset: cyp3a4_veith. (1) The drug is O=C(CP(=O)(c1ccccc1)c1ccccc1)Nn1cnnc1. The result is 0 (non-inhibitor). (2) The drug is COc1cccc(C(=O)n2c(SC)nc3cc4c(cc32)OCCO4)c1. The result is 0 (non-inhibitor). (3) The molecule is CC[C@@H]1CN2CCc3cc(OC)c(OC)cc3[C@H]2C[C@@H]1C[C@H]1NCCc2cc(OC)c(OC)cc21. The result is 0 (non-inhibitor). (4) The molecule is O=C(CCN1C(=O)C2C3C=CC(C3)C2C1=O)N1CCN(c2cccc(Cl)c2)CC1. The result is 1 (inhibitor). (5) The drug is COc1ccc(C2=NCC(CSc3nccc(=O)[nH]3)S2)cc1. The result is 1 (inhibitor). (6) The molecule is Cc1onc(C(=O)/C=C/N(C)C)c1C(=O)Nc1nccs1. The result is 0 (non-inhibitor).